Predict the product of the given reaction. From a dataset of Forward reaction prediction with 1.9M reactions from USPTO patents (1976-2016). (1) Given the reactants [CH2:1]([O:3][C:4]([CH:6]1[CH2:11][C:10](=[O:12])[CH:9]=[C:8]([OH:13])[CH2:7]1)=[O:5])[CH3:2].C(N(CC)CC)C.[CH3:21][C:22]1[CH:30]=[CH:29][C:25]([C:26](Cl)=[O:27])=[CH:24][CH:23]=1.OC1CCCC(=O)C=1C(=O)C1C=CC(OC)=CC=1, predict the reaction product. The product is: [CH3:21][C:22]1[CH:30]=[CH:29][C:25]([C:26]([C:9]2[C:10](=[O:12])[CH2:11][CH:6]([C:4]([O:3][CH2:1][CH3:2])=[O:5])[CH2:7][C:8]=2[OH:13])=[O:27])=[CH:24][CH:23]=1. (2) Given the reactants [C:1]([O:9][CH2:10][CH2:11][CH2:12][CH2:13][N:14]=[N+:15]=[N-:16])(=[O:8])[C:2]1[CH:7]=[CH:6][CH:5]=[CH:4][CH:3]=1.[C:17]([O:21][C:22]([CH3:25])([CH3:24])[CH3:23])(=[O:20])[C:18]#[CH:19].O=C1O[C@H]([C@H](CO)O)C(O)=C1O, predict the reaction product. The product is: [C:1]([O:9][CH2:10][CH2:11][CH2:12][CH2:13][N:14]1[CH:19]=[C:18]([C:17]([O:21][C:22]([CH3:25])([CH3:24])[CH3:23])=[O:20])[N:16]=[N:15]1)(=[O:8])[C:2]1[CH:3]=[CH:4][CH:5]=[CH:6][CH:7]=1. (3) Given the reactants C(=O)([O-])[O-].[K+].[K+].[C:7]([N:11]=[C:12]=[O:13])([CH3:10])([CH3:9])[CH3:8].[CH3:14][C:15]1[NH:19][N:18]=[C:17]([O:20][C:21]2[CH:26]=[CH:25][C:24]([C:27]([F:30])([F:29])[F:28])=[CH:23][C:22]=2[N+:31]([O-:33])=[O:32])[CH:16]=1.Cl, predict the reaction product. The product is: [C:7]([NH:11][C:12]([N:19]1[C:15]([CH3:14])=[CH:16][C:17]([O:20][C:21]2[CH:26]=[CH:25][C:24]([C:27]([F:30])([F:29])[F:28])=[CH:23][C:22]=2[N+:31]([O-:33])=[O:32])=[N:18]1)=[O:13])([CH3:10])([CH3:9])[CH3:8]. (4) Given the reactants [C:1]1([CH2:7][O:8][C:9]([NH:11][CH2:12][CH:13]2[CH2:16][N:15](C(OC(C)(C)C)=O)[CH2:14]2)=[O:10])[CH:6]=[CH:5][CH:4]=[CH:3][CH:2]=1.C(O)(C(F)(F)F)=O, predict the reaction product. The product is: [NH:15]1[CH2:16][CH:13]([CH2:12][NH:11][C:9](=[O:10])[O:8][CH2:7][C:1]2[CH:6]=[CH:5][CH:4]=[CH:3][CH:2]=2)[CH2:14]1. (5) Given the reactants [CH2:1]([N:3]([C:29](=O)[C:30]1[CH:35]=[CH:34][C:33]([OH:36])=[C:32]([F:37])[CH:31]=1)[C:4]1[CH:9]=[C:8]([O:10][CH3:11])[CH:7]=[CH:6][C:5]=1[CH:12]1[CH2:21][CH2:20][C:19]2[CH:18]=[C:17]([O:22]C(=O)C(C)(C)C)[CH:16]=[CH:15][C:14]=2[CH2:13]1)[CH3:2].Cl[CH2:40][C:41]([NH:43][CH2:44][CH3:45])=O, predict the reaction product. The product is: [CH2:1]([N:3]([CH2:29][C:30]1[CH:35]=[CH:34][C:33]([O:36][CH2:40][CH2:41][NH:43][CH2:44][CH3:45])=[C:32]([F:37])[CH:31]=1)[C:4]1[CH:9]=[C:8]([O:10][CH3:11])[CH:7]=[CH:6][C:5]=1[CH:12]1[CH2:21][CH2:20][C:19]2[CH:18]=[C:17]([OH:22])[CH:16]=[CH:15][C:14]=2[CH2:13]1)[CH3:2].